This data is from Catalyst prediction with 721,799 reactions and 888 catalyst types from USPTO. The task is: Predict which catalyst facilitates the given reaction. Reactant: [Si:1]([O:8][CH:9]([CH:15]1[CH2:24][CH2:23][C:22]2[C:17](=[CH:18][CH:19]=[C:20]([O:25][C:26]3[CH:31]=[CH:30][CH:29]=[CH:28][CH:27]=3)[CH:21]=2)[CH2:16]1)[C:10]1[O:11][CH:12]=[CH:13][N:14]=1)([C:4]([CH3:7])([CH3:6])[CH3:5])([CH3:3])[CH3:2].[Li]CCCC.[Sn:37](Cl)([CH2:46][CH2:47][CH2:48][CH3:49])([CH2:42][CH2:43][CH2:44][CH3:45])[CH2:38][CH2:39][CH2:40][CH3:41]. Product: [Si:1]([O:8][CH:9]([CH:15]1[CH2:24][CH2:23][C:22]2[C:17](=[CH:18][CH:19]=[C:20]([O:25][C:26]3[CH:31]=[CH:30][CH:29]=[CH:28][CH:27]=3)[CH:21]=2)[CH2:16]1)[C:10]1[O:11][C:12]([Sn:37]([CH2:42][CH2:43][CH2:44][CH3:45])([CH2:46][CH2:47][CH2:48][CH3:49])[CH2:38][CH2:39][CH2:40][CH3:41])=[CH:13][N:14]=1)([C:4]([CH3:7])([CH3:5])[CH3:6])([CH3:3])[CH3:2]. The catalyst class is: 49.